From a dataset of Full USPTO retrosynthesis dataset with 1.9M reactions from patents (1976-2016). Predict the reactants needed to synthesize the given product. (1) Given the product [OH:12][C:13]1[CH:14]=[CH:15][C:6]([P:4]([O:3][CH2:1][CH3:2])([CH2:19][P:20]([O:25][CH2:26][CH3:27])([O:22][CH2:23][CH3:24])=[O:21])=[O:5])=[CH:7][C:8]=1[C:9]([CH3:18])([CH3:17])[CH2:10][C:11]([OH:16])=[O:28], predict the reactants needed to synthesize it. The reactants are: [CH2:1]([O:3][P:4]([CH2:19][P:20]([O:25][CH2:26][CH3:27])([O:22][CH2:23][CH3:24])=[O:21])([C:6]1[CH:7]=[C:8]2[C:13](=[CH:14][CH:15]=1)[O:12][C:11](=[O:16])[CH2:10][C:9]2([CH3:18])[CH3:17])=[O:5])[CH3:2].[OH-:28].[K+]. (2) Given the product [O:18]=[C:16]1[C:5]2[S:6][CH:7]=[C:8]([C:9]([O:11][CH2:12][CH3:13])=[O:10])[C:4]=2[CH2:3][CH2:1][NH:2]1, predict the reactants needed to synthesize it. The reactants are: [C:1]([CH2:3][C:4]1[C:8]([C:9]([O:11][CH2:12][CH3:13])=[O:10])=[C:7](SC)[S:6][C:5]=1[C:16]([O:18]CC)=O)#[N:2].N.C(O)C. (3) Given the product [Cl:29][C:23]1[CH:22]=[C:21]([C:18]2[CH:19]=[CH:20][N:16]([CH2:15][C@@H:14]([NH:13][C:10]([C:3]3[NH:2][N:1]=[C:5]4[CH2:6][CH2:7][O:8][CH2:9][C:4]=34)=[O:12])[CH3:30])[N:17]=2)[CH:28]=[CH:27][C:24]=1[C:25]#[N:26], predict the reactants needed to synthesize it. The reactants are: [N:1]1[NH:2][C:3]([C:10]([OH:12])=O)=[C:4]2[CH2:9][O:8][CH2:7][CH2:6][C:5]=12.[NH2:13][C@@H:14]([CH3:30])[CH2:15][N:16]1[CH:20]=[CH:19][C:18]([C:21]2[CH:28]=[CH:27][C:24]([C:25]#[N:26])=[C:23]([Cl:29])[CH:22]=2)=[N:17]1. (4) Given the product [NH2:59][C@H:40]([CH2:41][C@H:42]([NH:58][C:9]([C:6]1[O:7][CH:8]=[C:4]([CH:1]([CH3:2])[CH3:3])[N:5]=1)=[O:11])[CH2:43][C:44]1[CH:45]=[CH:46][C:47]([C:50]2[CH:55]=[C:54]([Cl:56])[CH:53]=[CH:52][C:51]=2[F:57])=[CH:48][CH:49]=1)[C:39]([OH:62])=[O:38], predict the reactants needed to synthesize it. The reactants are: [CH:1]([C:4]1[N:5]=[C:6]([C:9]([OH:11])=O)[O:7][CH:8]=1)([CH3:3])[CH3:2].CN(C(ON1N=NC2C=CC=NC1=2)=[N+](C)C)C.F[P-](F)(F)(F)(F)F.C([O:38][C:39](=[O:62])[C@H:40]([N:59]=[N+]=[N-])[CH2:41][C@H:42]([NH2:58])[CH2:43][C:44]1[CH:49]=[CH:48][C:47]([C:50]2[CH:55]=[C:54]([Cl:56])[CH:53]=[CH:52][C:51]=2[F:57])=[CH:46][CH:45]=1)C.CCN(C(C)C)C(C)C.